This data is from TCR-epitope binding with 47,182 pairs between 192 epitopes and 23,139 TCRs. The task is: Binary Classification. Given a T-cell receptor sequence (or CDR3 region) and an epitope sequence, predict whether binding occurs between them. (1) The epitope is RQLLFVVEV. The TCR CDR3 sequence is CASSQAAGAEQYF. Result: 1 (the TCR binds to the epitope). (2) The epitope is GTSGSPIINR. The TCR CDR3 sequence is CASSLSAGGGTEAFF. Result: 1 (the TCR binds to the epitope). (3) The epitope is GTSGSPIINR. The TCR CDR3 sequence is CASSRGAGEQETQYF. Result: 1 (the TCR binds to the epitope). (4) The epitope is DATYQRTRALVR. The TCR CDR3 sequence is CSAEDGNTEAFF. Result: 1 (the TCR binds to the epitope). (5) The epitope is KMQRMLLEK. The TCR CDR3 sequence is CASSISLAAEQFF. Result: 0 (the TCR does not bind to the epitope).